From a dataset of Merck oncology drug combination screen with 23,052 pairs across 39 cell lines. Regression. Given two drug SMILES strings and cell line genomic features, predict the synergy score measuring deviation from expected non-interaction effect. Drug 1: CN(C)C(=N)N=C(N)N. Drug 2: O=C(NOCC(O)CO)c1ccc(F)c(F)c1Nc1ccc(I)cc1F. Cell line: NCIH460. Synergy scores: synergy=-5.74.